From a dataset of Forward reaction prediction with 1.9M reactions from USPTO patents (1976-2016). Predict the product of the given reaction. (1) Given the reactants [Si]([O:8][CH:9]1[CH2:13][CH:12]([C:14]([O:16][CH2:17][CH3:18])=[O:15])[CH:11]([CH2:19][CH3:20])[CH2:10]1)(C(C)(C)C)(C)C.C([SiH](CC)CC)C.[O:28]1[CH2:33][CH2:32][C:31](=O)[CH2:30][CH2:29]1, predict the reaction product. The product is: [CH2:19]([CH:11]1[CH2:10][CH:9]([O:8][CH:31]2[CH2:32][CH2:33][O:28][CH2:29][CH2:30]2)[CH2:13][CH:12]1[C:14]([O:16][CH2:17][CH3:18])=[O:15])[CH3:20]. (2) Given the reactants [CH3:1][C:2]1([CH3:16])[CH2:6][CH2:5][CH2:4][CH:3]1[NH:7][NH:8]C(OC(C)(C)C)=O.[ClH:17], predict the reaction product. The product is: [ClH:17].[ClH:17].[ClH:17].[CH3:1][C:2]1([CH3:16])[CH2:6][CH2:5][CH2:4][CH:3]1[NH:7][NH2:8]. (3) Given the reactants [CH2:1]=[O:2].[CH3:3][NH2:4].[CH3:5][CH:6]1[CH:10]([CH3:11])[CH2:9][C:8](=O)[CH2:7]1.[C:13](O)(=O)C, predict the reaction product. The product is: [CH3:3][N:4]1[CH2:9][CH:8]2[C:1](=[O:2])[CH:10]([C@H:6]([CH3:5])[C@H:7]2[CH3:13])[CH2:11]1. (4) Given the reactants C[N:2](C)[CH:3]=[CH:4][C:5]([C:7]1[C:12](=[O:13])[CH:11]=[CH:10][N:9]([C:14]2[CH:19]=[CH:18][CH:17]=[C:16]([C:20]([F:23])([F:22])[F:21])[CH:15]=2)[N:8]=1)=O.[C:25]1([NH:31]N)[CH:30]=[CH:29][CH:28]=[CH:27][CH:26]=1, predict the reaction product. The product is: [C:25]1([N:31]2[C:5]([C:7]3[C:12](=[O:13])[CH:11]=[CH:10][N:9]([C:14]4[CH:19]=[CH:18][CH:17]=[C:16]([C:20]([F:23])([F:22])[F:21])[CH:15]=4)[N:8]=3)=[CH:4][CH:3]=[N:2]2)[CH:30]=[CH:29][CH:28]=[CH:27][CH:26]=1. (5) Given the reactants [OH:1][C:2]1[NH:6][N:5]=[C:4]([C:7]([O:9][CH2:10][CH3:11])=[O:8])[CH:3]=1.C(=O)([O-])[O-].[K+].[K+].Br[CH2:19][CH2:20][CH2:21]Br, predict the reaction product. The product is: [N:5]1[N:6]2[C:2]([O:1][CH2:19][CH2:20][CH2:21]2)=[CH:3][C:4]=1[C:7]([O:9][CH2:10][CH3:11])=[O:8]. (6) Given the reactants Br[C:2]1[N:7]=[CH:6][CH:5]=[CH:4][N:3]=1.[Cl:8][C:9]1[CH:14]=[CH:13][C:12](B(O)O)=[CH:11][C:10]=1[C:18]([O:20][CH3:21])=[O:19].C1(P(C2C=CC=CC=2)C2C=CC=CC=2)C=CC=CC=1, predict the reaction product. The product is: [Cl:8][C:9]1[CH:14]=[CH:13][C:12]([C:2]2[N:7]=[CH:6][CH:5]=[CH:4][N:3]=2)=[CH:11][C:10]=1[C:18]([O:20][CH3:21])=[O:19]. (7) Given the reactants [CH2:1]([O:3][C:4]([C:6]1[N:7]=[C:8]([Br:23])[N:9]([CH:20]([CH3:22])[CH3:21])[C:10]=1[CH:11]([C:13]1[CH:18]=[CH:17][C:16]([Cl:19])=[CH:15][CH:14]=1)O)=[O:5])[CH3:2].[NH2:24][C:25]1[C:26]([OH:32])=[N:27][CH:28]=[C:29]([Cl:31])[CH:30]=1, predict the reaction product. The product is: [CH2:1]([O:3][C:4]([C:6]1[N:7]=[C:8]([Br:23])[N:9]([CH:20]([CH3:22])[CH3:21])[C:10]=1[CH:11]([NH:24][C:25]1[C:26](=[O:32])[NH:27][CH:28]=[C:29]([Cl:31])[CH:30]=1)[C:13]1[CH:18]=[CH:17][C:16]([Cl:19])=[CH:15][CH:14]=1)=[O:5])[CH3:2]. (8) The product is: [F:1][C:2]1[CH:3]=[C:4]2[C:5]([C:17]([OH:18])=[C:11]([C:12]([O:14][CH2:15][CH3:16])=[O:13])[C:9](=[O:10])[C:8]2([CH3:22])[CH3:23])=[CH:6][CH:7]=1. Given the reactants [F:1][C:2]1[CH:3]=[C:4]([C:8]([CH3:23])([CH3:22])[C:9]([CH:11]([C:17](OCC)=[O:18])[C:12]([O:14][CH2:15][CH3:16])=[O:13])=[O:10])[CH:5]=[CH:6][CH:7]=1.OS(O)(=O)=O, predict the reaction product.